This data is from Experimentally validated miRNA-target interactions with 360,000+ pairs, plus equal number of negative samples. The task is: Binary Classification. Given a miRNA mature sequence and a target amino acid sequence, predict their likelihood of interaction. (1) The miRNA is hsa-miR-3615 with sequence UCUCUCGGCUCCUCGCGGCUC. The protein sequence of the target gene is MALAMLVLVVSPWSAARGVLRNYWERLLRKLPQSRPGFPSPPWGPALAVQGPAMFTEPANDTSGSKENSSLLDSIFWMAAPKNRRTIEVNRCRRRNPQKLIKVKNNIDVCPECGHLKQKHVLCAYCYEKVCKETAEIRRQIGKQEGGPFKAPTIETVVLYTGETPSEQDQGKRIIERDRKRPSWFTQN. Result: 0 (no interaction). (2) The miRNA is mmu-miR-497a-5p with sequence CAGCAGCACACUGUGGUUUGUA. The protein sequence of the target gene is MAHRGPPSAPKRPGPTAPDRSFQALLPPCWPRSWPLLLLLLVLVAACGAMGRSPQPGRQGPGVQITRLLPAGRTESGDRKDPQARESEPSVPGLGPGSASGPSTDGAPAPGKGRRARAVPVAGAASASRAQVSLISTSFVLKGDATHNQAMVHWTGENSSVILILTKYYHADMGKVLESSLWRSSDFGTTYTKLTLQPGVTTVIDNFYICPANKRKIILVSSSLGDREQSLFLSTDEGATFQKYPVPFLVEMLLFHPKEEDKVLAYTKDSKLYVSSDLGKKWTLLQERVTKDHVFWAVSG.... Result: 1 (interaction). (3) The miRNA is hsa-miR-548c-3p with sequence CAAAAAUCUCAAUUACUUUUGC. The protein sequence of the target gene is MAEVPPGPSSLLPPPAPPAPAAVEPRCPFPAGAALACCSEDEEDDEEHEGGGSRSPAGGESATVAAKGHPCLRCPQPPQEQQQLNGLISPELRHLRAAASLKSKVLSVAEVAATTATPDGGPRATATKGAGVHSGERPPHSLSSNARTAVPSPVEAAAASDPAAARNGLAEGTEQEEEEEDEQVRLLSSSLTADCSLRSPSGREVEPGEDRTIRYVRYESELQMPDIMRLITKDLSEPYSIYTYRYFIHNWPQLCFLAMVGEECVGAIVCKLDMHKKMFRRGYIAMLAVDSKYRRNGIGT.... Result: 1 (interaction). (4) The miRNA is hsa-miR-3123 with sequence CAGAGAAUUGUUUAAUC. The protein sequence of the target gene is MTDLNDNICKRYIKMITNIVILSLIICISLAFWIISMTASTYYGNLRPISPWRWLFSVVVPVLIVSNGLKKKSLDHSGALGGLVVGFILTIANFSFFTSLLMFFLSSSKLTKWKGEVKKRLDSEYKEGGQRNWVQVFCNGAVPTELALLYMIENGPGEIPVDFSKQYSASWMCLSLLAALACSAGDTWASEVGPVLSKSSPRLITTWEKVPVGTNGGVTVVGLVSSLLGGTFVGIAYFLTQLIFVNDLDISAPQWPIIAFGGLAGLLGSIVDSYLGATMQYTGLDESTGMVVNSPTNKAR.... Result: 1 (interaction). (5) The miRNA is mmu-miR-7b-5p with sequence UGGAAGACUUGUGAUUUUGUUGUU. The protein sequence of the target gene is MPALACLRRLCRHLSPQAVLFLLFVFCLFSVFVSAYYLYGWNRGLEPSADASESDCGDPPPVAPSRLLPIKPVQAVAPSRTDPLVLVFVESLYSQLGQEVVAILESSRFKYRTEIAPGKGDMPTLTDKGRGRFALIIYENILKYVNLDAWNRELLDKYCVAYGVGIIGFFKANENSLLSAQLKGFPLFLHSNLGLKDCSINPKSPLLYVTRPSEVEKGVLPGEDWTVFQSNHSTYEPVLLAKTRSSESIPHLGADAGLHAALHATVVQDLGLHDGIQRVLFGNNLNFWLHKLVFVDAVAF.... Result: 1 (interaction). (6) The protein sequence of the target gene is MLLGFRRGRRSHFKHIIHGLLPAASVAPKAAVPRTPPPRSPNPSPERPRSALAAAILATTLTGRTVAIPQPRQRSRSESDVSSVEQDSFIEPYATTSQLRPRPNWQSEMGRRSSLPSFETLDYGDEEDIETQLSSSGKELGDVSAREDRGGHSDDLYAVPHRNQVPLLHEVNSEDDENISHQDGFPGSPPAPQRTQQKDGKHPVLNLKDEKPPLCEKPPPSPDITGRARQRYTEITREKFEALKEENMDLNNMNQSLTLELNTMKQAMKELQLKLKGMEKEKRKLKEAEKASSQEVAAPE.... Result: 1 (interaction). The miRNA is hsa-miR-193a-3p with sequence AACUGGCCUACAAAGUCCCAGU.